Dataset: Full USPTO retrosynthesis dataset with 1.9M reactions from patents (1976-2016). Task: Predict the reactants needed to synthesize the given product. (1) Given the product [Cl:33][C:30]1[CH:31]=[CH:32][C:19]2[N:18]([C:16]([C:13]3[CH:14]=[CH:15][C:10]([CH2:9][NH:8][C:4]([CH:1]4[CH2:3][CH2:2]4)=[O:5])=[C:11]([F:34])[CH:12]=3)=[O:17])[CH2:27][C:26]3[CH:25]=[N:24][N:23]([CH3:28])[C:22]=3[NH:21][C:20]=2[CH:29]=1, predict the reactants needed to synthesize it. The reactants are: [CH:1]1([C:4](Cl)=[O:5])[CH2:3][CH2:2]1.Cl.[NH2:8][CH2:9][C:10]1[CH:15]=[CH:14][C:13]([C:16]([N:18]2[CH2:27][C:26]3[CH:25]=[N:24][N:23]([CH3:28])[C:22]=3[NH:21][C:20]3[CH:29]=[C:30]([Cl:33])[CH:31]=[CH:32][C:19]2=3)=[O:17])=[CH:12][C:11]=1[F:34].C1C(N=NC2C(=O)N(C3C=CC(S([O-])(=O)=O)=CC=3)N=C2C([O-])=O)=CC=C(S([O-])(=O)=O)C=1.[Na+].[Na+].[Na+].CCN(C(C)C)C(C)C. (2) Given the product [Cl:25][C:23]1[CH:24]=[CH:17][C:18]([C:19]#[N:20])=[C:21]([C:7]2[C:6]([C:12]([F:15])([F:14])[F:13])=[CH:5][N:4]=[C:3]([O:2][CH3:1])[CH:8]=2)[CH:22]=1, predict the reactants needed to synthesize it. The reactants are: [CH3:1][O:2][C:3]1[CH:8]=[C:7](B(O)O)[C:6]([C:12]([F:15])([F:14])[F:13])=[CH:5][N:4]=1.Br[C:17]1[CH:24]=[C:23]([Cl:25])[CH:22]=[CH:21][C:18]=1[C:19]#[N:20]. (3) Given the product [NH2:1][C:2]1[C:7]([C:8]2[C:9]([O:14][CH3:15])=[N:10][CH:11]=[CH:12][CH:13]=2)=[CH:6][C:5]([C:16]([CH3:17])([CH3:18])[CH3:19])=[CH:4][C:3]=1[CH2:20][CH2:21][C:22]1[CH:23]=[CH:24][C:25]([NH:28][S:29]([CH3:32])(=[O:31])=[O:30])=[CH:26][CH:27]=1, predict the reactants needed to synthesize it. The reactants are: [NH2:1][C:2]1[C:7]([C:8]2[C:9]([O:14][CH3:15])=[N:10][CH:11]=[CH:12][CH:13]=2)=[CH:6][C:5]([C:16]([CH3:19])([CH3:18])[CH3:17])=[CH:4][C:3]=1[C:20]#[C:21][C:22]1[CH:27]=[CH:26][C:25]([NH:28][S:29]([CH3:32])(=[O:31])=[O:30])=[CH:24][CH:23]=1.[H][H]. (4) Given the product [F:5][C:6]1[CH:7]=[C:8]([CH:11]=[CH:12][C:13]=1[OH:14])[C:9]#[N:10], predict the reactants needed to synthesize it. The reactants are: B(Br)(Br)Br.[F:5][C:6]1[CH:7]=[C:8]([CH:11]=[CH:12][C:13]=1[O:14]C)[C:9]#[N:10]. (5) Given the product [CH3:65][C:63]([Si:66]([CH3:79])([CH3:78])[O:67][CH2:68][C:69]1[CH:70]=[C:71]([C:2]2[CH:7]=[CH:6][CH:5]=[C:4]([CH2:8][NH:9][C:10](=[O:16])[O:11][C:12]([CH3:15])([CH3:14])[CH3:13])[C:3]=2[O:17][CH3:18])[CH:72]=[CH:73][CH:74]=1)([CH3:62])[CH3:64], predict the reactants needed to synthesize it. The reactants are: Br[C:2]1[C:3]([O:17][CH3:18])=[C:4]([CH2:8][NH:9][C:10](=[O:16])[O:11][C:12]([CH3:15])([CH3:14])[CH3:13])[CH:5]=[CH:6][CH:7]=1.C1(P(C2CCCCC2)C2C=CC3C(=CC=CC=3)C=2C2C3C(=CC=CC=3)C=CC=2OC)CCCCC1.[O-]P([O-])([O-])=O.[K+].[K+].[K+].[CH3:62][C:63]([Si:66]([CH3:79])([CH3:78])[O:67][CH2:68][C:69]1[CH:70]=[C:71](B(O)O)[CH:72]=[CH:73][CH:74]=1)([CH3:65])[CH3:64].